Dataset: Drug-target binding data from BindingDB using Ki measurements. Task: Regression. Given a target protein amino acid sequence and a drug SMILES string, predict the binding affinity score between them. We predict pKi (pKi = -log10(Ki in M); higher means stronger inhibition). Dataset: bindingdb_ki. (1) The drug is Cc1nc2n(c(=O)c1CCN1CCC(c3noc4cc(F)ccc34)CC1)CCCC2. The target protein (Q9WU25) has sequence MVFLSGNASDSSNCTQPPAPVNIPKAILLGVILGVLILFGVPGNILVILSVACHRHLHSVTHYYIVNLAVADLLLTSTVLPFSAIFEILGYWAFGRVFCNIWAAVDVLCCTASIMSLCIISIDRYIGVSYPLRYPTIVTQRRGLRALLCLWALSLVISIGPLFGWRQPAPQDETICQINEDPSYVLFSALGSFYVPLAIILVMYCRVYVVAKRESRGLTSGLKTDKSDSEQVTLRIHRKNAPLGGSGVASSKNKTHFSVRLLKFSREKKAAKTLGIVVGCFVLCWLPFFLVMPIGSFFPDFKPSETVFKIVFWLGYLNSCINPIIYPCSSQEFKKAFQNVLKIQCLRRKQSSKHALGYTLHPPSQAVEGQHKDMVRIPVGSRETFYKISKTDGVCEWKFFSSMPRGSARITVPKDQSACTTARVRSKSFLQVCCCVGPSTPNPGENHQVPTIKIHTISLSENGEEV. The pKi is 8.9. (2) The small molecule is CO/N=C(\C(=O)N[C@@H]1C(=O)N2C(C(=O)O)=C(COC(N)=O)CS[C@H]12)c1ccco1. The target protein (P10620) has sequence MVDLTQVMDDEVFMAFASYATIILSKMMLMSTATAFYRLTRKVFANPEDCVAFGKGENAKKYLRTDDRVERVRRAHLNDLENIIPFLGIGLLYSLSGPDPSTAILHFRLFVGARIYHTIAYLTPLPQPNRALSFFVGYGVTLSMAYRLLKSKLYL. The pKi is 4.5. (3) The compound is NNC(=O)c1cc2cc(F)ccc2[nH]1. The target protein (P28720) has sequence MVEATAQETDRPRFSFSIAAREGKARTGTIEMKRGVIRTPAFMPVGTAATVKALKPETVRATGADIILGNTYHLMLRPGAERIAKLGGLHSFMGWDRPILTDSGGYQVMSLSSLTKQSEEGVTFKSHLDGSRHMLSPERSIEIQHLLGSDIVMAFDECTPYPATPSRAASSMERSMRWAKRSRDAFDSRKEQAENAALFGIQQGSVFENLRQQSADALAEIGFDGYAVGGLAVGEGQDEMFRVLDFSVPMLPDDKPHYLMGVGKPDDIVGAVERGIDMFDCVLPTRSGRNGQAFTWDGPINIRNARFSEDLTPLDSECHCAVCQKWSRAYIHHLIRAGEILGAMLMTEHNIAFYQQLMQKIRDSISEGRFSQFAQDFRARYFARNS. The pKi is 4.1. (4) The compound is CN[C@@H](C)C(=O)N[C@H](C(=O)N1CC[C@H](C)[C@H]1C(=O)Nc1cc(C)nn1-c1ccccc1)C1CCCCC1. The target protein sequence is HAARFKTFFNWPSSVLVNPEQLASAGFYYVGNSDDVKCFCCDGGLRCWESGDDPWVQHAKWFPRCEYL. The pKi is 7.3. (5) The small molecule is O[C@@](Cc1ncc(CC2(C(F)(F)F)CC2)[nH]1)(c1ccc(-n2cccn2)cc1)C(F)(F)F. The target protein (Q8K418) has sequence MSQRQPQSPNQTLISITNDTETSSSAVSNDTTPKGWTGDNSPGIEALCAIYITYAVIISVGILGNAILIKVFFKTKSMQTVPNIFITSLAFGDLLLLLTCVPVDATHYLAEGWLFGKVGCKVLSFIRLTSVGVSVFTLTILSADRYKAVVKPLERQPSNAILKTCAKAGGIWIMAMIFALPEAIFSNVYTFQDPNRNVTFESCNSYPISERLLQEIHSLLCFLVFYIIPLSIISVYYSLIARTLYKSTLNIPTEEQSHARKQIESRKRIAKTVLVLVALFALCWLPNHLLYLYHSFTYESYAEPSDVPFVVTIFSRVLAFSNSCVNPFALYWLSKTFQKHFKAQLCCFKAEQPEPPLGDTPLNNLTVMGRVPATGSAHVSEISVTLFSGSTAKKGEDKV. The pKi is 9.2.